Task: Predict which catalyst facilitates the given reaction.. Dataset: Catalyst prediction with 721,799 reactions and 888 catalyst types from USPTO (1) Reactant: [Br:1][C:2]1[CH:3]=[CH:4][C:5]2[O:9][C:8]([C:10]([NH:12][C:13]3[S:14][CH:15]=[C:16]([C:25]4[CH:30]=[CH:29][C:28]([Cl:31])=[CH:27][CH:26]=4)[C:17]=3[C:18]([O:20]C(C)(C)C)=[O:19])=[O:11])=[N:7][C:6]=2[CH:32]=1.C(O)(C(F)(F)F)=O. Product: [Br:1][C:2]1[CH:3]=[CH:4][C:5]2[O:9][C:8]([C:10]([NH:12][C:13]3[S:14][CH:15]=[C:16]([C:25]4[CH:30]=[CH:29][C:28]([Cl:31])=[CH:27][CH:26]=4)[C:17]=3[C:18]([OH:20])=[O:19])=[O:11])=[N:7][C:6]=2[CH:32]=1. The catalyst class is: 2. (2) Reactant: [CH3:1][CH:2]([CH2:5][CH3:6])[CH2:3][OH:4].[C:7](O)(=[O:19])[CH2:8][CH2:9][CH2:10][CH2:11][CH2:12][CH2:13][CH2:14][CH2:15][CH2:16][CH2:17][CH3:18]. Product: [C:7]([O:4][CH2:3][CH:2]([CH3:1])[CH2:5][CH3:6])(=[O:19])[CH2:8][CH2:9][CH2:10][CH2:11][CH2:12][CH2:13][CH2:14][CH2:15][CH2:16][CH2:17][CH3:18]. The catalyst class is: 6.